From a dataset of Forward reaction prediction with 1.9M reactions from USPTO patents (1976-2016). Predict the product of the given reaction. Given the reactants [CH3:1][O:2][C:3]1[CH:8]=[CH:7][C:6]([CH3:9])=[CH:5][C:4]=1B1OC(C)(C)C(C)(C)O1.I[C:20]1[C:25]([F:26])=[C:24]([F:27])[C:23]([F:28])=[C:22]([F:29])[C:21]=1[F:30], predict the reaction product. The product is: [F:26][C:25]1[C:24]([F:27])=[C:23]([F:28])[C:22]([F:29])=[C:21]([F:30])[C:20]=1[C:4]1[CH:5]=[C:6]([CH3:9])[CH:7]=[CH:8][C:3]=1[O:2][CH3:1].